This data is from Forward reaction prediction with 1.9M reactions from USPTO patents (1976-2016). The task is: Predict the product of the given reaction. (1) The product is: [S:1]1[C:5]2[CH:6]=[CH:7][CH:8]=[CH:9][C:4]=2[C:3]([NH:10][CH2:11][CH2:12][NH:13][C:23](=[O:24])[C@@H:22]([NH:21][C:19](=[O:20])[O:18][C:14]([CH3:15])([CH3:16])[CH3:17])[C:48]2[CH:53]=[CH:52][CH:51]=[CH:50][CH:49]=2)=[N:2]1. Given the reactants [S:1]1[C:5]2[CH:6]=[CH:7][CH:8]=[CH:9][C:4]=2[C:3]([NH:10][CH2:11][CH2:12][NH2:13])=[N:2]1.[C:14]([O:18][C:19]([N:21](C1C=CC=CC=1)[CH2:22][C:23](O)=[O:24])=[O:20])([CH3:17])([CH3:16])[CH3:15].Cl.CN(C)CCCN=C=NCC.ON1[C:49]2[CH:50]=[CH:51][CH:52]=[CH:53][C:48]=2N=N1.C(N(CC)CC)C, predict the reaction product. (2) Given the reactants [C:1]([C:3]1[CH:4]=[CH:5][C:6]([C:9](=O)[CH2:10][C:11](=O)[C:12]([O:14][CH2:15][CH3:16])=[O:13])=[N:7][CH:8]=1)#[N:2].[NH:19]([C:21]1[CH:22]=[CH:23][C:24]([O:27][CH3:28])=[N:25][CH:26]=1)[NH2:20], predict the reaction product. The product is: [C:1]([C:3]1[CH:4]=[CH:5][C:6]([C:9]2[N:19]([C:21]3[CH:26]=[N:25][C:24]([O:27][CH3:28])=[CH:23][CH:22]=3)[N:20]=[C:11]([C:12]([O:14][CH2:15][CH3:16])=[O:13])[CH:10]=2)=[N:7][CH:8]=1)#[N:2]. (3) Given the reactants C(OC([N:8]1[CH2:14][CH2:13][C:12]2[C:15]([S:20][C:21](=O)N(C)C)=[C:16]([Cl:19])[CH:17]=[CH:18][C:11]=2[CH2:10][CH2:9]1)=O)(C)(C)C.[F:26][C:27]1[CH:34]=[CH:33][CH:32]=[C:31]([F:35])[C:28]=1CBr, predict the reaction product. The product is: [ClH:19].[Cl:19][C:16]1[CH:17]=[CH:18][C:11]2[CH2:10][CH2:9][NH:8][CH2:14][CH2:13][C:12]=2[C:15]=1[S:20][CH2:21][C:28]1[C:27]([F:26])=[CH:34][CH:33]=[CH:32][C:31]=1[F:35]. (4) Given the reactants [Br:1][C:2]1[C:3](=[O:16])[N:4]([C:10]2[CH:15]=[CH:14][CH:13]=[CH:12][CH:11]=2)[N:5]([CH3:9])[C:6]=1[CH2:7]Br.[C:17]([O:21][C:22]([N:24]1[CH2:29][CH2:28][C:27]([C:33]2[CH:38]=[CH:37][CH:36]=[CH:35][CH:34]=2)([C:30]([OH:32])=[O:31])[CH2:26][CH2:25]1)=[O:23])([CH3:20])([CH3:19])[CH3:18].C(N(C(C)C)CC)(C)C, predict the reaction product. The product is: [C:17]([O:21][C:22]([N:24]1[CH2:29][CH2:28][C:27]([C:33]2[CH:38]=[CH:37][CH:36]=[CH:35][CH:34]=2)([C:30]([O:32][CH2:7][C:6]2[N:5]([CH3:9])[N:4]([C:10]3[CH:15]=[CH:14][CH:13]=[CH:12][CH:11]=3)[C:3](=[O:16])[C:2]=2[Br:1])=[O:31])[CH2:26][CH2:25]1)=[O:23])([CH3:20])([CH3:18])[CH3:19].